Dataset: Reaction yield outcomes from USPTO patents with 853,638 reactions. Task: Predict the reaction yield, written as a fraction of the theoretical maximum amount of product (1.0 means a 100% yield; for example, 0.34 means a 34% yield). (1) The reactants are Br[C:2]1[CH:7]=[C:6]([C:8]([CH3:11])([CH3:10])[CH3:9])[C:5]([N+:12]([O-:14])=[O:13])=[CH:4][C:3]=1[NH2:15].CCN(CC)CC.[CH3:23][Si:24]([C:27]#[CH:28])([CH3:26])[CH3:25]. The catalyst is C1(C)C=CC=CC=1.O.Cl[Pd](Cl)([P](C1C=CC=CC=1)(C1C=CC=CC=1)C1C=CC=CC=1)[P](C1C=CC=CC=1)(C1C=CC=CC=1)C1C=CC=CC=1.[Cu]I. The product is [C:8]([C:6]1[C:5]([N+:12]([O-:14])=[O:13])=[CH:4][C:3]([NH:15][C:28]#[C:27][Si:24]([CH3:26])([CH3:25])[CH3:23])=[CH:2][CH:7]=1)([CH3:11])([CH3:10])[CH3:9]. The yield is 0.810. (2) The reactants are [F:1][C:2]([F:14])([F:13])[C:3]([C:5]1[CH:10]=[CH:9][C:8]([O:11][CH3:12])=[CH:7][CH:6]=1)=[O:4].[CH3:15][Mg]Br. The catalyst is C(OCC)C. The product is [F:1][C:2]([F:13])([F:14])[C:3]([C:5]1[CH:10]=[CH:9][C:8]([O:11][CH3:12])=[CH:7][CH:6]=1)([OH:4])[CH3:15]. The yield is 0.980. (3) The product is [F:27][C:24]1[CH:23]=[CH:22][C:21]([C:19]2[O:20][C:16]3[CH:15]=[CH:14][C:13]([C:50]4[CH:51]=[C:46]([C:38]5[NH:39][C:40]([C:41]([O:43][CH2:44][CH3:45])=[O:42])=[C:36]([CH3:35])[N:37]=5)[CH:47]=[CH:48][CH:49]=4)=[CH:32][C:17]=3[C:18]=2[C:28](=[O:31])[NH:29][CH3:30])=[CH:26][CH:25]=1. The yield is 0.0300. The catalyst is C(OCC)(=O)C.C1C=CC([P]([Pd]([P](C2C=CC=CC=2)(C2C=CC=CC=2)C2C=CC=CC=2)([P](C2C=CC=CC=2)(C2C=CC=CC=2)C2C=CC=CC=2)[P](C2C=CC=CC=2)(C2C=CC=CC=2)C2C=CC=CC=2)(C2C=CC=CC=2)C2C=CC=CC=2)=CC=1.O. The reactants are C(=O)([O-])[O-].[Cs+].[Cs+].FC(F)(F)S(O[C:13]1[CH:14]=[CH:15][C:16]2[O:20][C:19]([C:21]3[CH:26]=[CH:25][C:24]([F:27])=[CH:23][CH:22]=3)=[C:18]([C:28](=[O:31])[NH:29][CH3:30])[C:17]=2[CH:32]=1)(=O)=O.[CH3:35][C:36]1[N:37]=[C:38]([C:46]2[CH:51]=[CH:50][CH:49]=[C:48](B3OC(C)(C)C(C)(C)O3)[CH:47]=2)[NH:39][C:40]=1[C:41]([O:43][CH2:44][CH3:45])=[O:42].O1CCOCC1.